Dataset: Full USPTO retrosynthesis dataset with 1.9M reactions from patents (1976-2016). Task: Predict the reactants needed to synthesize the given product. (1) Given the product [CH3:46][O:47][C:48]1[CH:53]=[C:52]([N+:54]([O-:56])=[O:55])[CH:51]=[CH:50][C:49]=1[O:32][CH:33]1[CH2:34][CH2:35][N:36]([C:39]([O:41][C:42]([CH3:45])([CH3:44])[CH3:43])=[O:40])[CH2:37][CH2:38]1, predict the reactants needed to synthesize it. The reactants are: C1(P(C2C=CC=CC=2)C2C=CC=CC=2)C=CC=CC=1.CCOC(/N=N/C(OCC)=O)=O.[OH:32][CH:33]1[CH2:38][CH2:37][N:36]([C:39]([O:41][C:42]([CH3:45])([CH3:44])[CH3:43])=[O:40])[CH2:35][CH2:34]1.[CH3:46][O:47][C:48]1[CH:53]=[C:52]([N+:54]([O-:56])=[O:55])[CH:51]=[CH:50][C:49]=1O. (2) The reactants are: [Br:1][C:2]1[CH:3]=[CH:4][C:5]([CH:9]2[CH2:11][CH2:10]2)=[C:6]([CH:8]=1)N.O.C1(C)C=CC(S(O)(=O)=O)=CC=1.N([O-])=O.[Na+].[I-:28].[K+].C(=O)(O)[O-].[Na+].S(S([O-])=O)([O-])(=O)=O.[Na+].[Na+]. Given the product [Br:1][C:2]1[CH:3]=[CH:4][C:5]([CH:9]2[CH2:11][CH2:10]2)=[C:6]([I:28])[CH:8]=1, predict the reactants needed to synthesize it. (3) Given the product [CH3:1][CH:2]1[CH2:11][CH:10]([N:27]2[C:36]3[C:31](=[CH:32][C:33]([O:37][CH2:38][CH2:39][CH2:40][CH2:41][C:42]([O:44][CH2:45][CH3:46])=[O:43])=[CH:34][CH:35]=3)[CH2:30][CH2:29][CH2:28]2)[C:9]2[C:4](=[CH:5][CH:6]=[CH:7][CH:8]=2)[N:3]1[C:13](=[O:26])[C:14]1[CH:15]=[C:16]([O:24][CH3:25])[C:17]([O:22][CH3:23])=[C:18]([O:20][CH3:21])[CH:19]=1, predict the reactants needed to synthesize it. The reactants are: [CH3:1][CH:2]1[CH2:11][CH:10](O)[C:9]2[C:4](=[CH:5][CH:6]=[CH:7][CH:8]=2)[N:3]1[C:13](=[O:26])[C:14]1[CH:19]=[C:18]([O:20][CH3:21])[C:17]([O:22][CH3:23])=[C:16]([O:24][CH3:25])[CH:15]=1.[NH:27]1[C:36]2[C:31](=[CH:32][C:33]([O:37][CH2:38][CH2:39][CH2:40][CH2:41][C:42]([O:44][CH2:45][CH3:46])=[O:43])=[CH:34][CH:35]=2)[CH2:30][CH2:29][CH2:28]1. (4) Given the product [Cl:1][C:2]1[CH:3]=[CH:4][C:5]([C:6]2([OH:7])[C:8]3[CH2:13][CH2:12][CH2:11][CH2:10][C:9]=3[C:14](=[O:16])[N:28]2[CH2:27][C:26]2[CH:25]=[CH:24][C:23]([N+:20]([O-:22])=[O:21])=[CH:30][CH:29]=2)=[CH:17][CH:18]=1, predict the reactants needed to synthesize it. The reactants are: [Cl:1][C:2]1[CH:18]=[CH:17][C:5]([C:6]([C:8]2[CH2:13][CH2:12][CH2:11][CH2:10][C:9]=2[C:14]([OH:16])=O)=[O:7])=[CH:4][CH:3]=1.Cl.[N+:20]([C:23]1[CH:30]=[CH:29][C:26]([CH2:27][NH2:28])=[CH:25][CH:24]=1)([O-:22])=[O:21]. (5) The reactants are: [Cl:1][C:2]1[N:7]=[C:6]([O:8][CH3:9])[N:5]=[C:4]([NH:10][CH2:11][CH2:12][C:13]2[CH:18]=[CH:17][C:16]([O:19][C:20]([F:23])([F:22])[F:21])=[CH:15][CH:14]=2)[CH:3]=1.CC1(C)C(C)(C)OB([C:32]2[CH:33]=[CH:34][C:35]3[O:39][CH:38]([C:40]([OH:42])=[O:41])[CH2:37][C:36]=3[CH:43]=2)O1.C([O-])([O-])=O.[Cs+].[Cs+]. Given the product [ClH:1].[CH3:9][O:8][C:6]1[N:7]=[C:2]([C:32]2[CH:33]=[CH:34][C:35]3[O:39][CH:38]([C:40]([OH:42])=[O:41])[CH2:37][C:36]=3[CH:43]=2)[CH:3]=[C:4]([NH:10][CH2:11][CH2:12][C:13]2[CH:18]=[CH:17][C:16]([O:19][C:20]([F:23])([F:22])[F:21])=[CH:15][CH:14]=2)[N:5]=1, predict the reactants needed to synthesize it. (6) Given the product [Cl:1][C:2]1[CH:7]=[CH:6][C:5]([S:8][C:9]2[N:13]([CH3:14])[C:12]([C:27]3[CH:28]=[N:29][N:30]([CH3:44])[CH:31]=3)=[N:11][C:10]=2[C:16]2[CH:21]=[CH:20][C:19]([S:22]([CH3:25])(=[O:24])=[O:23])=[CH:18][CH:17]=2)=[CH:4][CH:3]=1, predict the reactants needed to synthesize it. The reactants are: [Cl:1][C:2]1[CH:7]=[CH:6][C:5]([S:8][C:9]2[N:13]([CH3:14])[C:12](I)=[N:11][C:10]=2[C:16]2[CH:21]=[CH:20][C:19]([S:22]([CH3:25])(=[O:24])=[O:23])=[CH:18][CH:17]=2)=[CH:4][CH:3]=1.C[C:27]1[C:28](B(O)O)=[N:29][NH:30][CH:31]=1.[O-]P([O-])([O-])=O.[K+].[K+].[K+].O1CCOC[CH2:44]1. (7) Given the product [CH2:20]([Sn:15]([CH2:11][CH2:12][CH2:13][CH3:14])([CH2:16][CH2:17][CH2:18][CH3:19])[C:7]1[S:6][CH:10]=[CH:9][N:8]=1)[CH2:21][CH2:22][CH3:23], predict the reactants needed to synthesize it. The reactants are: C([Li])CCC.[S:6]1[CH:10]=[CH:9][N:8]=[CH:7]1.[CH2:11]([Sn:15](Cl)([CH2:20][CH2:21][CH2:22][CH3:23])[CH2:16][CH2:17][CH2:18][CH3:19])[CH2:12][CH2:13][CH3:14]. (8) The reactants are: [CH3:1][Si:2]([CH2:5][Mg]Cl)([CH3:4])[CH3:3].C(OCC)C.CN(C)P(N(C)C)(N(C)C)=O.[CH:24]([CH:26]=[CH2:27])=[O:25].[Si:28](Cl)([C:31]([CH3:34])([CH3:33])[CH3:32])([CH3:30])[CH3:29].C(N(CC)CC)C. Given the product [CH3:32][C:31]([CH3:34])([Si:28]([CH3:30])([CH3:29])[O:25][CH:24]=[CH:26][CH2:27][CH2:5][Si:2]([CH3:3])([CH3:4])[CH3:1])[CH3:33], predict the reactants needed to synthesize it. (9) Given the product [C:1]([O:4][C@H:5]1[C@H:10]([O:11][C:12](=[O:14])[CH3:13])[C@@H:9]([CH2:15][O:16][C:17](=[O:19])[CH3:18])[O:8][CH2:7][C:6]1=[O:26])(=[O:3])[CH3:2], predict the reactants needed to synthesize it. The reactants are: [C:1]([O:4][C@H:5]1[C@H:10]([O:11][C:12](=[O:14])[CH3:13])[C@@H:9]([CH2:15][O:16][C:17](=[O:19])[CH3:18])[O:8][CH2:7][C:6]1=NO)(=[O:3])[CH3:2].C(Cl)(Cl)Cl.[O:26]1CCOCC1.